This data is from Forward reaction prediction with 1.9M reactions from USPTO patents (1976-2016). The task is: Predict the product of the given reaction. (1) Given the reactants [C:1]([C:3]1[C:4]([N:17]2[CH2:20][CH:19]([C:21]([OH:23])=O)[CH2:18]2)=[N:5][C:6]([CH:14]([F:16])[F:15])=[C:7]([C:9]([O:11][CH2:12][CH3:13])=[O:10])[CH:8]=1)#[N:2].[F:24][C:25]1[CH:30]=[CH:29][C:28]([CH3:31])=[CH:27][C:26]=1[CH2:32][S:33]([NH2:36])(=[O:35])=[O:34], predict the reaction product. The product is: [C:1]([C:3]1[C:4]([N:17]2[CH2:18][CH:19]([C:21](=[O:23])[NH:36][S:33]([CH2:32][C:26]3[CH:27]=[C:28]([CH3:31])[CH:29]=[CH:30][C:25]=3[F:24])(=[O:35])=[O:34])[CH2:20]2)=[N:5][C:6]([CH:14]([F:16])[F:15])=[C:7]([CH:8]=1)[C:9]([O:11][CH2:12][CH3:13])=[O:10])#[N:2]. (2) Given the reactants C1(S(O)(=O)=O)C=CC=CC=1.[CH2:11]([N:18]1[CH2:22][CH:21]([OH:23])[CH:20]([OH:24])[CH2:19]1)[C:12]1[CH:17]=[CH:16][CH:15]=[CH:14][CH:13]=1.C(N(CC)CC)C.[H-].[Na+].S(O[CH2:39][CH2:40][CH2:41][CH2:42][CH2:43][CH2:44][CH2:45][CH3:46])(=O)(=O)C.C([O-])([O-])=O.[K+].[K+].S(O[C:58](=O)[CH2:59][CH2:60][CH2:61][CH2:62][CH2:63][CH2:64][CH2:65]/[CH:66]=[CH:67]\[CH2:68]/[CH:69]=[CH:70]\[CH2:71][CH2:72][CH2:73][CH2:74][CH3:75])(=O)(=O)C, predict the reaction product. The product is: [CH2:11]([N:18]1[CH2:22][CH:21]([O:23][CH2:39][CH2:40][CH2:41][CH2:42][CH2:43][CH2:44][CH2:45][CH3:46])[CH:20]([O:24][CH2:58][CH2:59][CH2:60][CH2:61][CH2:62][CH2:63][CH2:64][CH2:65]/[CH:66]=[CH:67]\[CH2:68]/[CH:69]=[CH:70]\[CH2:71][CH2:72][CH2:73][CH2:74][CH3:75])[CH2:19]1)[C:12]1[CH:13]=[CH:14][CH:15]=[CH:16][CH:17]=1.